This data is from NCI-60 drug combinations with 297,098 pairs across 59 cell lines. The task is: Regression. Given two drug SMILES strings and cell line genomic features, predict the synergy score measuring deviation from expected non-interaction effect. (1) Drug 2: C1=CC(=CC=C1CCC2=CNC3=C2C(=O)NC(=N3)N)C(=O)NC(CCC(=O)O)C(=O)O. Cell line: HT29. Synergy scores: CSS=33.8, Synergy_ZIP=2.33, Synergy_Bliss=2.09, Synergy_Loewe=-21.3, Synergy_HSA=0.435. Drug 1: CC1=C(C=C(C=C1)NC2=NC=CC(=N2)N(C)C3=CC4=NN(C(=C4C=C3)C)C)S(=O)(=O)N.Cl. (2) Drug 1: CC1=CC=C(C=C1)C2=CC(=NN2C3=CC=C(C=C3)S(=O)(=O)N)C(F)(F)F. Drug 2: CCN(CC)CCCC(C)NC1=C2C=C(C=CC2=NC3=C1C=CC(=C3)Cl)OC. Cell line: HS 578T. Synergy scores: CSS=0.703, Synergy_ZIP=2.94, Synergy_Bliss=6.84, Synergy_Loewe=-3.64, Synergy_HSA=-2.20. (3) Drug 1: C1=CC(=CC=C1CCC2=CNC3=C2C(=O)NC(=N3)N)C(=O)NC(CCC(=O)O)C(=O)O. Drug 2: CS(=O)(=O)OCCCCOS(=O)(=O)C. Cell line: NCI-H460. Synergy scores: CSS=49.0, Synergy_ZIP=-2.63, Synergy_Bliss=0.604, Synergy_Loewe=-5.72, Synergy_HSA=2.60. (4) Drug 1: C(=O)(N)NO. Drug 2: C1CN(P(=O)(OC1)NCCCl)CCCl. Cell line: MCF7. Synergy scores: CSS=0.192, Synergy_ZIP=-2.36, Synergy_Bliss=-5.10, Synergy_Loewe=-6.46, Synergy_HSA=-5.56. (5) Drug 1: CCC1=CC2CC(C3=C(CN(C2)C1)C4=CC=CC=C4N3)(C5=C(C=C6C(=C5)C78CCN9C7C(C=CC9)(C(C(C8N6C)(C(=O)OC)O)OC(=O)C)CC)OC)C(=O)OC.C(C(C(=O)O)O)(C(=O)O)O. Drug 2: CN(C)C1=NC(=NC(=N1)N(C)C)N(C)C. Cell line: MDA-MB-435. Synergy scores: CSS=34.9, Synergy_ZIP=-5.32, Synergy_Bliss=-11.4, Synergy_Loewe=-52.0, Synergy_HSA=-13.6. (6) Drug 1: C1=CN(C(=O)N=C1N)C2C(C(C(O2)CO)O)O.Cl. Synergy scores: CSS=54.1, Synergy_ZIP=-5.68, Synergy_Bliss=-4.20, Synergy_Loewe=-1.71, Synergy_HSA=-0.998. Drug 2: CC1=C2C(C(=O)C3(C(CC4C(C3C(C(C2(C)C)(CC1OC(=O)C(C(C5=CC=CC=C5)NC(=O)C6=CC=CC=C6)O)O)OC(=O)C7=CC=CC=C7)(CO4)OC(=O)C)O)C)OC(=O)C. Cell line: NCI-H522.